From a dataset of Forward reaction prediction with 1.9M reactions from USPTO patents (1976-2016). Predict the product of the given reaction. (1) Given the reactants [C:1]([O:5][C:6](=[O:33])[NH:7][C:8]1[CH:13]=[CH:12][C:11]([S:14][C:15]2[CH:20]=[CH:19][C:18]([S:21](=[O:31])(=[O:30])[NH:22][C:23]3[CH:28]=[CH:27][C:26]([Br:29])=[CH:25][CH:24]=3)=[CH:17][C:16]=2[NH2:32])=[CH:10][CH:9]=1)([CH3:4])([CH3:3])[CH3:2].C([C:36]1[C:37]([N:43]=[CH:44][N:45]([CH3:47])C)=[N:38][C:39]([CH3:42])=[CH:40][CH:41]=1)#N, predict the reaction product. The product is: [C:1]([O:5][C:6](=[O:33])[NH:7][C:8]1[CH:13]=[CH:12][C:11]([S:14][C:15]2[CH:20]=[CH:19][C:18]([S:21](=[O:30])(=[O:31])[NH:22][C:23]3[CH:28]=[CH:27][C:26]([Br:29])=[CH:25][CH:24]=3)=[CH:17][C:16]=2[NH:32][C:47]2[C:36]3[CH:41]=[CH:40][C:39]([CH3:42])=[N:38][C:37]=3[N:43]=[CH:44][N:45]=2)=[CH:10][CH:9]=1)([CH3:4])([CH3:2])[CH3:3]. (2) Given the reactants [C:1]([O:5][C:6]([NH:8][C@@H:9]([CH2:26][CH2:27][CH2:28][NH:29][C:30]([O:32][C:33]([CH3:36])([CH3:35])[CH3:34])=[O:31])[CH2:10][NH:11][C:12](=[O:25])[CH2:13][NH:14]C(=O)OCC1C=CC=CC=1)=[O:7])([CH3:4])([CH3:3])[CH3:2], predict the reaction product. The product is: [NH2:14][CH2:13][C:12]([NH:11][CH2:10][C@@H:9]([NH:8][C:6]([O:5][C:1]([CH3:4])([CH3:3])[CH3:2])=[O:7])[CH2:26][CH2:27][CH2:28][NH:29][C:30](=[O:31])[O:32][C:33]([CH3:36])([CH3:34])[CH3:35])=[O:25]. (3) Given the reactants N1CCCCC1.[CH3:7][O:8][C:9]1[CH:16]=[CH:15][C:12]([CH:13]=O)=[CH:11][C:10]=1[O:17][CH2:18][CH2:19][C:20]#[C:21][CH2:22][CH2:23][CH2:24][CH3:25].C([CH2:29][C:30]([NH:32][C:33]1[CH:41]=[CH:40][CH:39]=[CH:38][C:34]=1[C:35]([OH:37])=[O:36])=[O:31])(O)=O.CC(O)=O, predict the reaction product. The product is: [CH3:7][O:8][C:9]1[CH:16]=[CH:15][C:12](/[CH:13]=[CH:29]/[C:30]([NH:32][C:33]2[CH:41]=[CH:40][CH:39]=[CH:38][C:34]=2[C:35]([OH:37])=[O:36])=[O:31])=[CH:11][C:10]=1[O:17][CH2:18][CH2:19][C:20]#[C:21][CH2:22][CH2:23][CH2:24][CH3:25]. (4) Given the reactants [H-].[Na+].[CH:3]([C:5]1[CH:6]=[C:7]([CH:12]=[CH:13][CH:14]=1)[O:8][CH2:9][C:10]#[N:11])=O.[CH2:15]1COCC1, predict the reaction product. The product is: [CH:3]([C:5]1[CH:6]=[C:7]([CH:12]=[CH:13][CH:14]=1)[O:8][CH2:9][C:10]#[N:11])=[CH2:15]. (5) Given the reactants [S:1](=[O:15])(=[O:14])([O:3][CH2:4][CH:5]([CH3:13])[CH2:6][C:7]1[CH:12]=[CH:11][CH:10]=[CH:9][CH:8]=1)[NH2:2].C1C=CC=CC=1.CC#N, predict the reaction product. The product is: [CH3:13][C@@H:5]1[CH2:4][O:3][S:1](=[O:14])(=[O:15])[NH:2][C@H:6]1[C:7]1[CH:8]=[CH:9][CH:10]=[CH:11][CH:12]=1. (6) Given the reactants [CH3:1][C:2]1[NH:6][C:5]2[CH:7]=[C:8]([N:14]3[CH2:19][CH2:18][O:17][CH2:16][CH2:15]3)[CH:9]=[C:10]([C:11]([O-:13])=[O:12])[C:4]=2[N:3]=1.[OH-].[Li+].O1[CH2:26][CH2:25][CH2:24][CH2:23]1, predict the reaction product. The product is: [CH3:23][C:24]1[CH:4]=[C:10]([CH2:11][N:6]2[C:5]3[CH:7]=[C:8]([N:14]4[CH2:15][CH2:16][O:17][CH2:18][CH2:19]4)[CH:9]=[C:10]([C:11]([OH:13])=[O:12])[C:4]=3[N:3]=[C:2]2[CH3:1])[CH:9]=[CH:8][C:25]=1[CH3:26]. (7) Given the reactants C(P(C(C)(C)C)C(C)(C)C)(C)(C)C.CC(C)([O-])C.[Na+].[C:20]1([CH3:35])[CH:25]=[C:24]([CH3:26])[CH:23]=[C:22]([CH3:27])[C:21]=1[NH:28][C:29]1[CH:34]=[CH:33][CH:32]=[CH:31][CH:30]=1.[Br:36][C:37]1[CH:42]=[CH:41][CH:40]=[CH:39][C:38]=1I, predict the reaction product. The product is: [Br:36][C:37]1[CH:42]=[CH:41][CH:40]=[CH:39][C:38]=1[N:28]([C:29]1[CH:34]=[CH:33][CH:32]=[CH:31][CH:30]=1)[C:21]1[C:22]([CH3:27])=[CH:23][C:24]([CH3:26])=[CH:25][C:20]=1[CH3:35].